From a dataset of Forward reaction prediction with 1.9M reactions from USPTO patents (1976-2016). Predict the product of the given reaction. (1) Given the reactants [BH4-].[Na+].[C:3]([C:5]1[CH:10]=[CH:9][C:8]([CH2:11][CH2:12][O:13][C:14]2[CH:19]=[CH:18][C:17]([CH3:20])=[C:16]([N+:21]([O-])=O)[CH:15]=2)=[CH:7][CH:6]=1)#[N:4].CCOC(C)=O, predict the reaction product. The product is: [NH2:21][C:16]1[CH:15]=[C:14]([O:13][CH2:12][CH2:11][C:8]2[CH:7]=[CH:6][C:5]([C:3]#[N:4])=[CH:10][CH:9]=2)[CH:19]=[CH:18][C:17]=1[CH3:20]. (2) Given the reactants [N+:1]([C:4]1[CH:14]=[CH:13][C:12]2[CH:11]3[CH2:15][CH:7]([CH2:8][N:9]([C:16](=[O:21])[C:17]([F:20])([F:19])[F:18])[CH2:10]3)[C:6]=2[CH:5]=1)([O-])=O, predict the reaction product. The product is: [NH2:1][C:4]1[CH:14]=[CH:13][C:12]2[CH:11]3[CH2:15][CH:7]([CH2:8][N:9]([C:16](=[O:21])[C:17]([F:20])([F:18])[F:19])[CH2:10]3)[C:6]=2[CH:5]=1. (3) Given the reactants C(OC([N:8]1[CH2:12][C@@H:11]([CH2:13][N:14]([C:18](=[O:33])[C:19]2[CH:24]=[CH:23][C:22]([CH2:25][CH3:26])=[C:21]([O:27][CH2:28][CH2:29][CH2:30][O:31][CH3:32])[CH:20]=2)[CH:15]([CH3:17])[CH3:16])[C@H:10]([NH2:34])[CH2:9]1)=O)(C)(C)C.[CH2:35]([N:42]([CH:47]1[CH2:49][CH2:48]1)[C:43](=[O:46])[CH2:44]Cl)[C:36]1[CH:41]=[CH:40][CH:39]=[CH:38][CH:37]=1.[Cl-].CC#N.O, predict the reaction product. The product is: [CH2:35]([N:42]([CH:47]1[CH2:49][CH2:48]1)[C:43]([CH2:44][NH:34][C@@H:10]1[CH2:9][NH:8][CH2:12][C@H:11]1[CH2:13][N:14]([CH:15]([CH3:16])[CH3:17])[C:18](=[O:33])[C:19]1[CH:24]=[CH:23][C:22]([CH2:25][CH3:26])=[C:21]([O:27][CH2:28][CH2:29][CH2:30][O:31][CH3:32])[CH:20]=1)=[O:46])[C:36]1[CH:41]=[CH:40][CH:39]=[CH:38][CH:37]=1. (4) The product is: [CH:33]([N:32]1[C:26]2[CH:25]=[C:24]([NH:23][C:21]3[CH:20]=[CH:19][N:18]=[C:17]([C:5]4[CH:4]=[N:3][N:2]([CH3:1])[CH:6]=4)[N:22]=3)[N:29]=[CH:28][C:27]=2[N:30]=[C:31]1[CH3:36])([CH3:35])[CH3:34]. Given the reactants [CH3:1][N:2]1[CH:6]=[C:5](B2OC(C)(C)C(C)(C)O2)[CH:4]=[N:3]1.Cl[C:17]1[N:22]=[C:21]([NH:23][C:24]2[N:29]=[CH:28][C:27]3[N:30]=[C:31]([CH3:36])[N:32]([CH:33]([CH3:35])[CH3:34])[C:26]=3[CH:25]=2)[CH:20]=[CH:19][N:18]=1.C([O-])(=O)C.[K+], predict the reaction product. (5) Given the reactants [Cl:1][C:2]1[N:3]=[CH:4][NH:5][C:6]=1[Cl:7].[OH-].[K+].[Br:10][CH2:11][CH3:12].[K+].[Br-].Br[CH2:16][CH2:17][C:18]1[CH:27]=[CH:26][C:25]2[C:20](=[CH:21][CH:22]=[CH:23][CH:24]=2)[CH:19]=1, predict the reaction product. The product is: [Br-:10].[CH2:16]([N+:3]1[C:2]([Cl:1])=[C:6]([Cl:7])[N:5]([C:18]2([CH2:17][CH3:16])[CH:27]=[CH:26][C:25]3[C:20](=[CH:21][CH:22]=[CH:23][CH:24]=3)[CH2:19]2)[CH:4]=1)[CH2:17][CH2:18][CH2:19][CH2:20][CH2:21][CH2:22][CH2:23][CH2:24][CH2:11][CH3:12]. (6) Given the reactants O.S(=O)(=O)(O)O.[NH2:7][C@H:8]1[C:13]2[CH:14]=[C:15]([C:18](=[O:20])[CH3:19])[CH:16]=[CH:17][C:12]=2[O:11][C:10]([CH3:22])([CH3:21])[C@H:9]1[OH:23].[OH-].[Na+].[CH3:26][C:27]([O:30][C:31](O[C:31]([O:30][C:27]([CH3:29])([CH3:28])[CH3:26])=[O:32])=[O:32])([CH3:29])[CH3:28], predict the reaction product. The product is: [C:18]([C:15]1[CH:16]=[CH:17][C:12]2[O:11][C:10]([CH3:22])([CH3:21])[C@@H:9]([OH:23])[C@@H:8]([NH:7][C:31](=[O:32])[O:30][C:27]([CH3:29])([CH3:28])[CH3:26])[C:13]=2[CH:14]=1)(=[O:20])[CH3:19].